Dataset: Forward reaction prediction with 1.9M reactions from USPTO patents (1976-2016). Task: Predict the product of the given reaction. (1) Given the reactants [NH2:1][C:2]1[C:11]2[C:6](=[CH:7][CH:8]=[CH:9][C:10]=2[O:12][CH2:13][C@@H:14]([NH2:16])[CH3:15])[N:5]=[C:4]([CH3:17])[C:3]=1[C:18]([O:20][CH2:21][CH3:22])=[O:19].[O:23]1[CH2:28][CH2:27][O:26][C:25]2[CH:29]=[C:30]([C:33](O)=[O:34])[CH:31]=[CH:32][C:24]1=2, predict the reaction product. The product is: [NH2:1][C:2]1[C:11]2[C:6](=[CH:7][CH:8]=[CH:9][C:10]=2[O:12][CH2:13][C@@H:14]([NH:16][C:33]([C:30]2[CH:31]=[CH:32][C:24]3[O:23][CH2:28][CH2:27][O:26][C:25]=3[CH:29]=2)=[O:34])[CH3:15])[N:5]=[C:4]([CH3:17])[C:3]=1[C:18]([O:20][CH2:21][CH3:22])=[O:19]. (2) Given the reactants Br[C:2]1[CH:11]=[CH:10][C:9]2[N:8]=[CH:7][C:6]3[N:12]([CH3:25])[C:13](=[O:24])[N:14]([C:15]4[C:16]([CH3:23])=[N:17][N:18]([CH:20]([CH3:22])[CH3:21])[CH:19]=4)[C:5]=3[C:4]=2[CH:3]=1.[F:26][C:27]1[C:32]([NH2:33])=[CH:31][C:30](B2OC(C)(C)C(C)(C)O2)=[CH:29][N:28]=1, predict the reaction product. The product is: [NH2:33][C:32]1[CH:31]=[C:30]([C:2]2[CH:11]=[CH:10][C:9]3[N:8]=[CH:7][C:6]4[N:12]([CH3:25])[C:13](=[O:24])[N:14]([C:15]5[C:16]([CH3:23])=[N:17][N:18]([CH:20]([CH3:22])[CH3:21])[CH:19]=5)[C:5]=4[C:4]=3[CH:3]=2)[CH:29]=[N:28][C:27]=1[F:26]. (3) Given the reactants [F:1][C:2]([F:48])([F:47])[C:3]1[CH:4]=[C:5]([C@H:13]2[O:17][C:16](=[O:18])[N:15]([CH2:19][C:20]3[C:25]([C:26]4[S:30][C:29]([C:31]5[CH:39]=[CH:38][C:34]([C:35]([OH:37])=[O:36])=[CH:33][C:32]=5[CH3:40])=[N:28][C:27]=4[CH3:41])=[CH:24][N:23]=[C:22](S(C)(=O)=O)[N:21]=3)[C@H:14]2[CH3:46])[CH:6]=[C:7]([C:9]([F:12])([F:11])[F:10])[CH:8]=1.[NH:49]1[CH2:54][CH2:53][O:52][CH2:51][CH2:50]1.CCN(C(C)C)C(C)C, predict the reaction product. The product is: [F:47][C:2]([F:1])([F:48])[C:3]1[CH:4]=[C:5]([C@H:13]2[O:17][C:16](=[O:18])[N:15]([CH2:19][C:20]3[C:25]([C:26]4[S:30][C:29]([C:31]5[CH:39]=[CH:38][C:34]([C:35]([OH:37])=[O:36])=[CH:33][C:32]=5[CH3:40])=[N:28][C:27]=4[CH3:41])=[CH:24][N:23]=[C:22]([N:49]4[CH2:54][CH2:53][O:52][CH2:51][CH2:50]4)[N:21]=3)[C@H:14]2[CH3:46])[CH:6]=[C:7]([C:9]([F:12])([F:10])[F:11])[CH:8]=1. (4) Given the reactants C[O:2][C:3]([CH:5]1[CH2:8][N:7]([CH2:9][C:10]2[CH:15]=[CH:14][C:13]([C:16]3[CH:21]=[CH:20][C:19]([S:22](=[O:34])(=[O:33])[N:23]([C:25]4[CH:30]=[CH:29][CH:28]=[C:27]([O:31][CH3:32])[CH:26]=4)[CH3:24])=[CH:18][CH:17]=3)=[CH:12][CH:11]=2)[CH2:6]1)=[O:4].[Li+].[OH-], predict the reaction product. The product is: [CH3:32][O:31][C:27]1[CH:26]=[C:25]([N:23]([CH3:24])[S:22]([C:19]2[CH:18]=[CH:17][C:16]([C:13]3[CH:14]=[CH:15][C:10]([CH2:9][N:7]4[CH2:6][CH:5]([C:3]([OH:4])=[O:2])[CH2:8]4)=[CH:11][CH:12]=3)=[CH:21][CH:20]=2)(=[O:33])=[O:34])[CH:30]=[CH:29][CH:28]=1. (5) Given the reactants [Cl:1][C:2]1[C:3]([CH2:26][C:27]([OH:29])=O)=[N:4][C:5]([N:8]([CH2:16][C:17]([F:25])([F:24])[C:18]2[CH:23]=[CH:22][CH:21]=[CH:20][CH:19]=2)C(OC(C)(C)C)=O)=[CH:6][CH:7]=1.C(OC([NH:37][CH2:38][C:39]1[CH:46]=[CH:45][CH:44]=[CH:43][C:40]=1[CH2:41][NH2:42])=O)(C)(C)C, predict the reaction product. The product is: [Cl:1][C:2]1[C:3]([CH2:26][C:27]([NH:37][CH2:38][C:39]2[CH:46]=[CH:45][CH:44]=[CH:43][C:40]=2[CH2:41][NH2:42])=[O:29])=[N:4][C:5]([NH:8][CH2:16][C:17]([F:24])([F:25])[C:18]2[CH:19]=[CH:20][CH:21]=[CH:22][CH:23]=2)=[CH:6][CH:7]=1. (6) The product is: [C:1]([O:5][C:6]([N:8]1[CH2:13][CH2:12][CH:11]([N:14]([C:15]2[CH:20]=[CH:19][C:18]([O:21][CH2:22][CH3:23])=[CH:17][CH:16]=2)[CH2:25][C:26]2[CH:31]=[CH:30][N:29]=[C:28]([C:32]3[CH:37]=[C:36]([O:38][CH3:39])[C:35]([O:40][CH3:41])=[C:34]([O:42][CH3:43])[CH:33]=3)[CH:27]=2)[CH2:10][CH2:9]1)=[O:7])([CH3:4])([CH3:3])[CH3:2]. Given the reactants [C:1]([O:5][C:6]([N:8]1[CH2:13][CH2:12][CH:11]([NH:14][C:15]2[CH:20]=[CH:19][C:18]([O:21][CH2:22][CH3:23])=[CH:17][CH:16]=2)[CH2:10][CH2:9]1)=[O:7])([CH3:4])([CH3:3])[CH3:2].Cl[CH2:25][C:26]1[CH:31]=[CH:30][N:29]=[C:28]([C:32]2[CH:37]=[C:36]([O:38][CH3:39])[C:35]([O:40][CH3:41])=[C:34]([O:42][CH3:43])[CH:33]=2)[CH:27]=1, predict the reaction product. (7) The product is: [CH3:30][O:29][C:22]1[C:21]2[C:26](=[CH:27][CH:28]=[C:19]([N:7]3[C:8]4[CH:9]=[CH:10][C:2]([CH3:1])=[CH:3][C:4]=4[C:5]4[CH2:15][N:14]5[CH2:13][CH2:12][CH:11]([C:6]3=4)[CH2:17][CH2:16]5)[CH:20]=2)[N:25]=[CH:24][N:23]=1. Given the reactants [CH3:1][C:2]1[CH:10]=[CH:9][C:8]2[NH:7][C:6]3[CH:11]4[CH2:17][CH2:16][N:14]([CH2:15][C:5]=3[C:4]=2[CH:3]=1)[CH2:13][CH2:12]4.Br[C:19]1[CH:20]=[C:21]2[C:26](=[CH:27][CH:28]=1)[N:25]=[CH:24][N:23]=[C:22]2[O:29][CH3:30], predict the reaction product. (8) Given the reactants [Cl:1][C:2]1[CH:11]=[C:10](Cl)[C:9]2[C:4](=[CH:5][CH:6]=[CH:7][CH:8]=2)[N:3]=1.[CH3:13][NH2:14].O, predict the reaction product. The product is: [Cl:1][C:2]1[CH:11]=[C:10]([NH:14][CH3:13])[C:9]2[C:4](=[CH:5][CH:6]=[CH:7][CH:8]=2)[N:3]=1. (9) Given the reactants [C:1]([O:4][CH:5]1[C:6]([OH:45])([CH3:44])[CH2:7][CH2:8][CH:9]([O:36][Si:37]([CH2:42][CH3:43])([CH2:40][CH3:41])[CH2:38][CH3:39])[CH2:10][C:11]([O:13][CH:14](/[C:19](/[CH3:35])=[CH:20]/[CH:21]=[CH:22]/[CH:23]([CH3:34])[CH2:24][CH:25]2[O:33][CH:26]2[CH:27]([CH3:32])[CH:28]([OH:31])[CH2:29][CH3:30])[CH:15]([CH3:18])[CH:16]=[CH:17]1)=[O:12])(=[O:3])[CH3:2].C(N(CC)CC)C.[C:53]1([N:59]=[C:60]=[O:61])[CH:58]=[CH:57][CH:56]=[CH:55][CH:54]=1, predict the reaction product. The product is: [C:1]([O:4][CH:5]1[C:6]([OH:45])([CH3:44])[CH2:7][CH2:8][CH:9]([O:36][Si:37]([CH2:42][CH3:43])([CH2:38][CH3:39])[CH2:40][CH3:41])[CH2:10][C:11]([O:13][CH:14](/[C:19](/[CH3:35])=[CH:20]/[CH:21]=[CH:22]/[CH:23]([CH3:34])[CH2:24][CH:25]2[O:33][CH:26]2[CH:27]([CH3:32])[CH:28]([O:31][C:60](=[O:61])[NH:59][C:53]2[CH:58]=[CH:57][CH:56]=[CH:55][CH:54]=2)[CH2:29][CH3:30])[CH:15]([CH3:18])[CH:16]=[CH:17]1)=[O:12])(=[O:3])[CH3:2]. (10) Given the reactants [I:1][C:2]1[CH:3]=[C:4]2[C:8](=[CH:9][CH:10]=1)[CH2:7][NH:6][CH2:5]2.[CH3:11][S:12]([C:15]1[CH:16]=[CH:17][C:18]([O:24][C@@H:25]([CH3:30])[C:26]([F:29])([F:28])[F:27])=[C:19]([CH:23]=1)[C:20](O)=[O:21])(=[O:14])=[O:13], predict the reaction product. The product is: [I:1][C:2]1[CH:3]=[C:4]2[C:8](=[CH:9][CH:10]=1)[CH2:7][N:6]([C:20]([C:19]1[CH:23]=[C:15]([S:12]([CH3:11])(=[O:13])=[O:14])[CH:16]=[CH:17][C:18]=1[O:24][C@@H:25]([CH3:30])[C:26]([F:28])([F:29])[F:27])=[O:21])[CH2:5]2.